This data is from Peptide-MHC class II binding affinity with 134,281 pairs from IEDB. The task is: Regression. Given a peptide amino acid sequence and an MHC pseudo amino acid sequence, predict their binding affinity value. This is MHC class II binding data. (1) The peptide sequence is PEDSALLEDPAG. The MHC is DRB1_1302 with pseudo-sequence DRB1_1302. The binding affinity (normalized) is 0. (2) The peptide sequence is DVLFRLENHAETLRA. The MHC is DRB1_0405 with pseudo-sequence DRB1_0405. The binding affinity (normalized) is 0.622. (3) The MHC is DRB1_1501 with pseudo-sequence DRB1_1501. The peptide sequence is YTTEGGTKTEAEDVI. The binding affinity (normalized) is 0.0546. (4) The peptide sequence is SGIAFGSMAKKGDEQ. The MHC is HLA-DPA10201-DPB11401 with pseudo-sequence HLA-DPA10201-DPB11401. The binding affinity (normalized) is 0.0644. (5) The peptide sequence is LQLVGIQRAGLAPTG. The MHC is DRB1_1302 with pseudo-sequence DRB1_1302. The binding affinity (normalized) is 0.0814.